This data is from Catalyst prediction with 721,799 reactions and 888 catalyst types from USPTO. The task is: Predict which catalyst facilitates the given reaction. (1) Reactant: [OH:1][C:2]1[CH:3]=[C:4]([CH:7]=[C:8]([OH:10])[CH:9]=1)[CH:5]=[O:6].[C:11]([O-:14])([O-])=O.[K+].[K+].Br[CH2:18][CH2:19][CH2:20][CH2:21][CH2:22][CH2:23][CH2:24][CH2:25][CH2:26][CH2:27][OH:28].O. Product: [OH:28][CH2:27][CH2:26][CH2:25][CH2:24][CH2:23][CH2:22][CH2:21][CH2:20][CH2:19][CH2:18][O:1][C:2]1[CH:3]=[C:4]([CH:7]=[C:8]([O:10][CH2:18][CH2:19][CH2:20][CH2:21][CH2:22][CH2:23][CH2:24][CH2:25][CH2:26][CH2:11][OH:14])[CH:9]=1)[CH:5]=[O:6]. The catalyst class is: 3. (2) Reactant: [I:1][C:2]1[CH:3]=[N:4][NH:5][CH:6]=1.[CH3:7][O:8][C:9]1[CH:16]=[CH:15][C:12]([CH2:13]Br)=[CH:11][CH:10]=1.C(=O)([O-])[O-].[Cs+].[Cs+]. Product: [I:1][C:2]1[CH:3]=[N:4][N:5]([CH2:13][C:12]2[CH:15]=[CH:16][C:9]([O:8][CH3:7])=[CH:10][CH:11]=2)[CH:6]=1. The catalyst class is: 3. (3) The catalyst class is: 47. Product: [CH:31]1([CH:10]([N:11]2[C:15]3[CH:16]=[C:17]([F:21])[C:18]([F:20])=[CH:19][C:14]=3[N:13]=[C:12]2[C@@H:22]([O:29][CH3:30])[C:23]2[CH:24]=[CH:25][CH:26]=[CH:27][CH:28]=2)[C:9]([OH:42])=[O:37])[CH2:36][CH2:35][CH2:34][CH2:33][CH2:32]1. Reactant: C(N[C:9](=[O:37])[CH:10]([CH:31]1[CH2:36][CH2:35][CH2:34][CH2:33][CH2:32]1)[N:11]1[C:15]2[CH:16]=[C:17]([F:21])[C:18]([F:20])=[CH:19][C:14]=2[N:13]=[C:12]1[C@@H:22]([O:29][CH3:30])[C:23]1[CH:28]=[CH:27][CH:26]=[CH:25][CH:24]=1)C1C=CC=CC=1.C([O:42]C(OC(OC(C)(C)C)=O)=O)(C)(C)C.O.[OH-].[Li+].Cl. (4) Reactant: C1(C[O:5][C:6](=[O:34])[CH:7]([C:12]2[CH:17]=[C:16]([O:18][CH2:19][CH:20]3[CH2:22][CH2:21]3)[C:15]([C:23]3[CH:28]=[CH:27][C:26]([C:29]([F:32])([F:31])[F:30])=[CH:25][CH:24]=3)=[C:14]([Cl:33])[CH:13]=2)[CH2:8][CH:9]([CH3:11])[CH3:10])CC1.[OH-].[K+]. Product: [Cl:33][C:14]1[CH:13]=[C:12]([CH:7]([CH2:8][CH:9]([CH3:11])[CH3:10])[C:6]([OH:34])=[O:5])[CH:17]=[C:16]([O:18][CH2:19][CH:20]2[CH2:22][CH2:21]2)[C:15]=1[C:23]1[CH:28]=[CH:27][C:26]([C:29]([F:30])([F:31])[F:32])=[CH:25][CH:24]=1. The catalyst class is: 88. (5) Reactant: [CH2:1]([O:4][N:5]([C@H:18]1[CH2:23][N:22](C(OC(C)(C)C)=O)[C@H:21]([C:31](=[O:33])[NH2:32])[C:20]([CH2:34][CH3:35])=[CH:19]1)[S:6]([C:9]1[CH:14]=[CH:13][CH:12]=[CH:11][C:10]=1[N+:15]([O-:17])=[O:16])(=[O:8])=[O:7])[CH:2]=[CH2:3].C(ON([C@H]1CN[C@H](C(N)=O)C=C1C)S(C1C=CC=CC=1[N+]([O-])=O)(=O)=O)C=C. The catalyst class is: 4. Product: [CH2:1]([O:4][N:5]([C@H:18]1[CH2:23][NH:22][C@H:21]([C:31]([NH2:32])=[O:33])[C:20]([CH2:34][CH3:35])=[CH:19]1)[S:6]([C:9]1[CH:14]=[CH:13][CH:12]=[CH:11][C:10]=1[N+:15]([O-:17])=[O:16])(=[O:8])=[O:7])[CH:2]=[CH2:3]. (6) Reactant: [NH2:1][C:2]1[CH:13]=[CH:12][C:5]2[N:6]=[C:7](SC)[CH2:8][O:9][C:4]=2[C:3]=1[C:14]([O:16][CH3:17])=[O:15].[CH3:18][O:19][CH:20]([O:23][CH3:24])[CH2:21][NH2:22]. Product: [NH2:1][C:2]1[CH:13]=[CH:12][C:5]2[N:6]=[C:7]([NH:22][CH2:21][CH:20]([O:23][CH3:24])[O:19][CH3:18])[CH2:8][O:9][C:4]=2[C:3]=1[C:14]([O:16][CH3:17])=[O:15]. The catalyst class is: 8.